The task is: Regression. Given a peptide amino acid sequence and an MHC pseudo amino acid sequence, predict their binding affinity value. This is MHC class I binding data.. This data is from Peptide-MHC class I binding affinity with 185,985 pairs from IEDB/IMGT. The binding affinity (normalized) is 0.0675. The MHC is HLA-B07:02 with pseudo-sequence HLA-B07:02. The peptide sequence is RPVVLTGGT.